Dataset: Catalyst prediction with 721,799 reactions and 888 catalyst types from USPTO. Task: Predict which catalyst facilitates the given reaction. (1) Reactant: [Br:1][C:2]1[N:7]=[C:6]([C:8]2[C:16]3[C:11](=[N:12][CH:13]=[CH:14][CH:15]=3)[NH:10][N:9]=2)[CH:5]=[CH:4][CH:3]=1.[H-].[Na+].[C:19](Cl)([C:32]1[CH:37]=[CH:36][CH:35]=[CH:34][CH:33]=1)([C:26]1[CH:31]=[CH:30][CH:29]=[CH:28][CH:27]=1)[C:20]1[CH:25]=[CH:24][CH:23]=[CH:22][CH:21]=1. Product: [Br:1][C:2]1[N:7]=[C:6]([C:8]2[C:16]3[C:11](=[N:12][CH:13]=[CH:14][CH:15]=3)[N:10]([C:19]([C:20]3[CH:25]=[CH:24][CH:23]=[CH:22][CH:21]=3)([C:32]3[CH:33]=[CH:34][CH:35]=[CH:36][CH:37]=3)[C:26]3[CH:27]=[CH:28][CH:29]=[CH:30][CH:31]=3)[N:9]=2)[CH:5]=[CH:4][CH:3]=1. The catalyst class is: 3. (2) Reactant: C([Si]([O:8][C:9]1[CH:14]=[CH:13][CH:12]=[C:11]([CH:15]2[CH2:17][CH2:16]2)[CH:10]=1)(C)C)(C)(C)C.CCCC[N+](CCCC)(CCCC)CCCC.[F-]. Product: [CH:15]1([C:11]2[CH:10]=[C:9]([OH:8])[CH:14]=[CH:13][CH:12]=2)[CH2:17][CH2:16]1. The catalyst class is: 387. (3) Reactant: C([O:3][C:4](=[O:22])[CH:5]=[CH:6][C:7]1[CH:12]=[CH:11][C:10]([C:13]([CH3:16])([CH3:15])[CH3:14])=[CH:9][C:8]=1[O:17][CH2:18][CH2:19][O:20][CH3:21])C.[OH-].[Na+]. Product: [C:13]([C:10]1[CH:11]=[CH:12][C:7]([CH:6]=[CH:5][C:4]([OH:22])=[O:3])=[C:8]([O:17][CH2:18][CH2:19][O:20][CH3:21])[CH:9]=1)([CH3:16])([CH3:14])[CH3:15]. The catalyst class is: 24. (4) Reactant: [CH2:1]([N:8]([CH2:19][C:20]1[CH:33]=[CH:32][C:23]([O:24][C:25]2[CH:26]=[C:27]([OH:31])[CH:28]=[CH:29][CH:30]=2)=[CH:22][CH:21]=1)[C:9]1[CH:14]=[CH:13][CH:12]=[C:11]([N+:15]([O-:17])=[O:16])[C:10]=1[CH3:18])[C:2]1[CH:7]=[CH:6][CH:5]=[CH:4][CH:3]=1.C1(P(C2C=CC=CC=2)C2C=CC=CC=2)C=CC=CC=1.[C:53]([O:57][CH2:58][CH3:59])(=[O:56])[CH2:54]O. Product: [CH2:58]([O:57][C:53](=[O:56])[CH2:54][O:31][C:27]1[CH:28]=[CH:29][CH:30]=[C:25]([O:24][C:23]2[CH:32]=[CH:33][C:20]([CH2:19][N:8]([CH2:1][C:2]3[CH:3]=[CH:4][CH:5]=[CH:6][CH:7]=3)[C:9]3[CH:14]=[CH:13][CH:12]=[C:11]([N+:15]([O-:17])=[O:16])[C:10]=3[CH3:18])=[CH:21][CH:22]=2)[CH:26]=1)[CH3:59]. The catalyst class is: 56.